From a dataset of Catalyst prediction with 721,799 reactions and 888 catalyst types from USPTO. Predict which catalyst facilitates the given reaction. (1) Reactant: [NH2:1][C:2]1[CH:10]=[C:6]([C:7]([OH:9])=[O:8])[C:5]([OH:11])=[CH:4][CH:3]=1.C(N(CC)CC)C.[C:19]([O:23][C:24](O[C:24]([O:23][C:19]([CH3:22])([CH3:21])[CH3:20])=[O:25])=[O:25])([CH3:22])([CH3:21])[CH3:20]. Product: [C:19]([O:23][C:24]([NH:1][C:2]1[CH:3]=[CH:4][C:5]([OH:11])=[C:6]([CH:10]=1)[C:7]([OH:9])=[O:8])=[O:25])([CH3:22])([CH3:21])[CH3:20]. The catalyst class is: 38. (2) Reactant: [C:1]12([NH:11][C:12]3[N:17]=[C:16]([C:18]([F:21])([F:20])[F:19])[C:15]([C:22]([N:24]4[CH2:29][CH2:28][CH:27]([C:30]([O:32]CC)=[O:31])[CH2:26][CH2:25]4)=[O:23])=[CH:14][N:13]=3)[CH2:10][CH:5]3[CH2:6][CH:7]([CH2:9][CH:3]([CH2:4]3)[CH2:2]1)[CH2:8]2.CO.[OH-].[Na+].Cl. Product: [C:1]12([NH:11][C:12]3[N:17]=[C:16]([C:18]([F:20])([F:21])[F:19])[C:15]([C:22]([N:24]4[CH2:29][CH2:28][CH:27]([C:30]([OH:32])=[O:31])[CH2:26][CH2:25]4)=[O:23])=[CH:14][N:13]=3)[CH2:2][CH:3]3[CH2:4][CH:5]([CH2:6][CH:7]([CH2:9]3)[CH2:8]1)[CH2:10]2. The catalyst class is: 132.